Task: Predict which catalyst facilitates the given reaction.. Dataset: Catalyst prediction with 721,799 reactions and 888 catalyst types from USPTO Reactant: Cl[C:2]1[S:3][CH:4]=[C:5]([C:7]([F:10])([F:9])[F:8])[N:6]=1.C([O-])([O-])=O.[K+].[K+].[C:17]([CH2:19][C:20]([O:22][C:23]([CH3:26])([CH3:25])[CH3:24])=[O:21])#[N:18].Cl. Product: [C:17]([CH:19]([C:2]1[S:3][CH:4]=[C:5]([C:7]([F:10])([F:9])[F:8])[N:6]=1)[C:20]([O:22][C:23]([CH3:26])([CH3:25])[CH3:24])=[O:21])#[N:18]. The catalyst class is: 179.